This data is from Forward reaction prediction with 1.9M reactions from USPTO patents (1976-2016). The task is: Predict the product of the given reaction. (1) Given the reactants [CH2:1]1[C:10]2[C:5](=[CH:6][C:7](C(OC)=O)=[CH:8][CH:9]=2)[CH2:4][CH2:3][CH:2]1C(OC)=O.C(O)CO, predict the reaction product. The product is: [CH2:9]1[C:10]2[C:5](=[CH:4][CH:3]=[CH:2][CH:1]=2)[CH2:6][CH2:7][CH2:8]1. (2) Given the reactants [CH3:1][O:2][C:3]1[CH:8]=[CH:7][C:6]([CH2:9][N:10]2[C:15]3[CH:16]=[C:17]([O:20][C:21]([F:24])([F:23])[F:22])[CH:18]=[CH:19][C:14]=3[O:13][CH:12]([C:25]([OH:27])=[O:26])[CH2:11]2)=[CH:5][CH:4]=1.[Li+].[CH3:29]C([N-]C(C)C)C.IC.Cl, predict the reaction product. The product is: [CH3:1][O:2][C:3]1[CH:4]=[CH:5][C:6]([CH2:9][N:10]2[C:15]3[CH:16]=[C:17]([O:20][C:21]([F:22])([F:23])[F:24])[CH:18]=[CH:19][C:14]=3[O:13][C:12]([CH3:29])([C:25]([OH:27])=[O:26])[CH2:11]2)=[CH:7][CH:8]=1. (3) Given the reactants C([O:3][C:4](=[O:19])[C:5]([CH3:18])([CH3:17])[C:6]([NH:8][CH2:9][CH2:10][N:11]1[CH2:16][CH2:15][O:14][CH2:13][CH2:12]1)=[O:7])C.[OH-].[K+].C(O)C, predict the reaction product. The product is: [CH3:17][C:5]([CH3:18])([C:6]([NH:8][CH2:9][CH2:10][N:11]1[CH2:16][CH2:15][O:14][CH2:13][CH2:12]1)=[O:7])[C:4]([OH:19])=[O:3]. (4) Given the reactants FC(F)(F)C(O)=O.[NH2:8][C:9]1[C:14]([CH:15]=[O:16])=[C:13]([N:17]2[CH2:22][CH2:21][NH:20][CH2:19][CH2:18]2)[N:12]=[CH:11][N:10]=1.[N+](C1C=CC([O:32][C:33](=O)[NH:34][C:35]2[CH:40]=[CH:39][C:38]([O:41][CH:42]([CH3:44])[CH3:43])=[CH:37][CH:36]=2)=CC=1)([O-])=O.CCN(C(C)C)C(C)C, predict the reaction product. The product is: [CH:42]([O:41][C:38]1[CH:39]=[CH:40][C:35]([NH:34][C:33]([N:20]2[CH2:19][CH2:18][N:17]([C:13]3[C:14]([CH:15]=[O:16])=[C:9]([NH2:8])[N:10]=[CH:11][N:12]=3)[CH2:22][CH2:21]2)=[O:32])=[CH:36][CH:37]=1)([CH3:44])[CH3:43]. (5) Given the reactants [Cl:1][C:2]1[CH:7]=[CH:6][C:5]([C@H:8]([NH2:11])[CH2:9][CH3:10])=[C:4]([F:12])[C:3]=1[O:13][C:14]1[CH:19]=[CH:18][C:17]([N+:20]([O-:22])=[O:21])=[C:16]([Cl:23])[CH:15]=1.[C:24]([NH2:30])(=[O:29])[CH2:25][C:26]([CH3:28])=O, predict the reaction product. The product is: [Cl:23][C:16]1[CH:15]=[C:14]([CH:19]=[CH:18][C:17]=1[N+:20]([O-:22])=[O:21])[O:13][C:3]1[C:4]([F:12])=[C:5]([C@H:8]([NH:11][CH:26]([CH3:28])[CH2:25][C:24]([NH2:30])=[O:29])[CH2:9][CH3:10])[CH:6]=[CH:7][C:2]=1[Cl:1]. (6) Given the reactants [Si:1]([O:8][CH2:9][CH2:10][CH2:11][O:12][C:13]1[CH:14]=[C:15]2[C:19](=[CH:20][CH:21]=1)[NH:18][CH:17]=[CH:16]2)([C:4]([CH3:7])([CH3:6])[CH3:5])([CH3:3])[CH3:2].[CH3:22][C:23](C)([O-])[CH3:24].[K+].IC(C)C, predict the reaction product. The product is: [Si:1]([O:8][CH2:9][CH2:10][CH2:11][O:12][C:13]1[CH:14]=[C:15]2[C:19](=[CH:20][CH:21]=1)[N:18]([CH:23]([CH3:24])[CH3:22])[CH:17]=[CH:16]2)([C:4]([CH3:6])([CH3:7])[CH3:5])([CH3:3])[CH3:2].